Task: Predict the reactants needed to synthesize the given product.. Dataset: Full USPTO retrosynthesis dataset with 1.9M reactions from patents (1976-2016) (1) Given the product [CH3:32][O:31][C:28]1[N:27]=[CH:26][C:25]([CH2:20][CH2:21][C:22]([OH:24])=[O:23])=[CH:30][CH:29]=1, predict the reactants needed to synthesize it. The reactants are: NC1N=C(CCCCC(N([C@H:20]([C:25]2[CH:26]=[N:27][C:28]([O:31][CH3:32])=[CH:29][CH:30]=2)[CH2:21][C:22]([OH:24])=[O:23])C)=O)C2C(C=1)=CC=CC=2. (2) Given the product [Cl:1][C:2]1[CH:43]=[CH:42][CH:41]=[C:40]([Cl:44])[C:3]=1[C:4]([NH:6][C@H:7]([C:36]([O:38][CH3:39])=[O:37])[CH2:8][C:9]1[CH:10]=[CH:11][C:12]([O:13][CH2:14][CH:15]([C:17]2[CH:18]=[CH:19][C:20]3[CH2:21][CH2:22][CH2:23][NH:24][C:25]=3[N:26]=2)[CH3:16])=[CH:34][CH:35]=1)=[O:5], predict the reactants needed to synthesize it. The reactants are: [Cl:1][C:2]1[CH:43]=[CH:42][CH:41]=[C:40]([Cl:44])[C:3]=1[C:4]([NH:6][C@H:7]([C:36]([O:38][CH3:39])=[O:37])[CH2:8][C:9]1[CH:35]=[CH:34][C:12]([O:13][CH2:14][CH:15]([C:17]2[N:26]=[C:25]3[C:20]([CH2:21][CH2:22][CH2:23][N:24]3C(OC(C)(C)C)=O)=[CH:19][CH:18]=2)[CH3:16])=[CH:11][CH:10]=1)=[O:5].